This data is from Reaction yield outcomes from USPTO patents with 853,638 reactions. The task is: Predict the reaction yield, written as a fraction of the theoretical maximum amount of product (1.0 means a 100% yield; for example, 0.34 means a 34% yield). (1) The reactants are [S:1]1[CH:5]=[C:4]([CH:6]=O)[C:3]([CH:8]=O)=[CH:2]1.C([NH:13][CH:14](P(OC)(OC)=O)[C:15]([O:17][CH3:18])=[O:16])(=O)C.C1CCN2C(=NCCC2)CC1.S1C=CC=C1.FC(F)(F)C(OC(=O)C(F)(F)F)=O. The catalyst is C(Cl)Cl.C(Cl)(Cl)Cl. The product is [CH:5]1[S:1][CH:2]=[C:3]2[C:4]=1[CH:6]=[C:14]([C:15]([O:17][CH3:18])=[O:16])[N:13]=[CH:8]2. The yield is 0.880. (2) The reactants are [CH3:1][C@@H:2]1[CH2:7][N:6]([C:8]2[C:21]([CH2:22][OH:23])=[CH:20][C:11]3[C:12]([C:15]([O:17][CH2:18][CH3:19])=[O:16])=[N:13][O:14][C:10]=3[C:9]=2[F:24])[CH2:5][C@H:4]([CH3:25])[O:3]1. The catalyst is ClCCl.[O-2].[O-2].[Mn+4].O=[Mn]=O. The product is [CH3:1][C@@H:2]1[CH2:7][N:6]([C:8]2[C:21]([CH:22]=[O:23])=[CH:20][C:11]3[C:12]([C:15]([O:17][CH2:18][CH3:19])=[O:16])=[N:13][O:14][C:10]=3[C:9]=2[F:24])[CH2:5][C@H:4]([CH3:25])[O:3]1. The yield is 0.820. (3) The reactants are CO[C:3](=[O:25])[C:4]1[CH:9]=[CH:8][C:7]([O:10][CH2:11][C:12]2[C:13]([C:18]3[CH:23]=[CH:22][CH:21]=[C:20]([F:24])[CH:19]=3)=[N:14][O:15][C:16]=2[CH3:17])=[N:6][CH:5]=1.[NH:26]1[CH2:31][CH2:30][O:29][CH2:28][CH2:27]1. No catalyst specified. The product is [F:24][C:20]1[CH:19]=[C:18]([C:13]2[C:12]([CH2:11][O:10][C:7]3[N:6]=[CH:5][C:4]([C:3]([N:26]4[CH2:31][CH2:30][O:29][CH2:28][CH2:27]4)=[O:25])=[CH:9][CH:8]=3)=[C:16]([CH3:17])[O:15][N:14]=2)[CH:23]=[CH:22][CH:21]=1. The yield is 0.500. (4) The reactants are [CH3:1][NH:2][CH2:3][CH2:4][C@H:5]([O:11][C:12]1[CH:13]=[CH:14][CH:15]=[C:16]2[CH:21]=[CH:20][CH:19]=[CH:18][C:17]=12)[C:6]1[S:10][CH:9]=[CH:8][CH:7]=1.[ClH:22]. The catalyst is CC(C)=O.C(OCC)C. The product is [CH3:1][NH:2][CH2:3][CH2:4][C@H:5]([O:11][C:12]1[CH:13]=[CH:14][CH:15]=[C:16]2[CH:21]=[CH:20][CH:19]=[CH:18][C:17]=12)[C:6]1[S:10][CH:9]=[CH:8][CH:7]=1.[ClH:22]. The yield is 0.770. (5) The catalyst is O1CCCC1. The yield is 0.800. The product is [C:25]1([C@@H:23]([NH:22][C:21](=[O:31])[CH2:20][C@H:15]([C:12]2[CH:11]=[CH:10][C:9]([F:8])=[CH:14][CH:13]=2)[CH2:16][CH2:17][OH:18])[CH3:24])[CH:26]=[CH:27][CH:28]=[CH:29][CH:30]=1. The reactants are C(N(CC)CC)C.[F:8][C:9]1[CH:14]=[CH:13][C:12]([C@@H:15]([CH2:20][C:21](=[O:31])[NH:22][C@H:23]([C:25]2[CH:30]=[CH:29][CH:28]=[CH:27][CH:26]=2)[CH3:24])[CH2:16][C:17](O)=[O:18])=[CH:11][CH:10]=1.ClC(OCC(C)C)=O. (6) No catalyst specified. The reactants are [Cl:1][C:2]1[CH:3]=[C:4]([C:8](=[O:14])[CH2:9][CH2:10][CH2:11][CH2:12][OH:13])[CH:5]=[CH:6][CH:7]=1.N1C=CN=C1.[CH3:20][C:21]([Si:24](Cl)([CH3:26])[CH3:25])([CH3:23])[CH3:22]. The yield is 0.900. The product is [Si:24]([O:13][CH2:12][CH2:11][CH2:10][CH2:9][C:8]([C:4]1[CH:5]=[CH:6][CH:7]=[C:2]([Cl:1])[CH:3]=1)=[O:14])([C:21]([CH3:23])([CH3:22])[CH3:20])([CH3:26])[CH3:25]. (7) The reactants are Br[C:2]1[C:11]([CH:12]([O:17][C:18]([CH3:21])([CH3:20])[CH3:19])[C:13]([O:15][CH3:16])=[O:14])=[CH:10][CH:9]=[CH:8][C:3]=1[C:4]([O:6][CH3:7])=[O:5].C(=O)([O-])[O-].[Na+].[Na+].CC1(C)C(C)(C)OB([C:36]2[CH:37]=[C:38]3[C:43](=[CH:44][CH:45]=2)[O:42][CH2:41][CH2:40][CH2:39]3)O1. The catalyst is O1CCOCC1.O.C1(P(C2C=CC=CC=2)C2C=CC=CC=2)C=CC=CC=1.C1(P(C2C=CC=CC=2)C2C=CC=CC=2)C=CC=CC=1.C1(P(C2C=CC=CC=2)C2C=CC=CC=2)C=CC=CC=1.C1(P(C2C=CC=CC=2)C2C=CC=CC=2)C=CC=CC=1.[Pd]. The product is [C:18]([O:17][CH:12]([C:11]1[C:2]([C:36]2[CH:45]=[CH:44][C:43]3[O:42][CH2:41][CH2:40][CH2:39][C:38]=3[CH:37]=2)=[C:3]([CH:8]=[CH:9][CH:10]=1)[C:4]([O:6][CH3:7])=[O:5])[C:13]([O:15][CH3:16])=[O:14])([CH3:21])([CH3:20])[CH3:19]. The yield is 0.980. (8) The reactants are [Cl:1][C:2]1[C:3]([NH:19][CH2:20][C:21]2[CH:26]=[CH:25][CH:24]=[C:23]([O:27]C)[CH:22]=2)=[N:4][C:5]([NH:8][C:9]2[CH:10]=[C:11]([CH2:15][CH2:16][CH2:17]O)[CH:12]=[CH:13][CH:14]=2)=[N:6][CH:7]=1.B(Br)(Br)[Br:30].C([O-])(O)=O.[Na+]. The catalyst is C(Cl)Cl. The product is [Br:30][CH2:17][CH2:16][CH2:15][C:11]1[CH:10]=[C:9]([NH:8][C:5]2[N:4]=[C:3]([NH:19][CH2:20][C:21]3[CH:22]=[C:23]([OH:27])[CH:24]=[CH:25][CH:26]=3)[C:2]([Cl:1])=[CH:7][N:6]=2)[CH:14]=[CH:13][CH:12]=1. The yield is 0.740. (9) The reactants are CCN(C(C)C)C(C)C.[C:10]1([C:16]2[NH:20][N:19]=[C:18]([C:21]([NH:23][CH2:24][C:25]([OH:27])=O)=[O:22])[CH:17]=2)[CH:15]=[CH:14][CH:13]=[CH:12][CH:11]=1.C1C=CC2N(O)N=NC=2C=1.CCN=C=NCCCN(C)C.Cl.Cl.Cl.[NH:52]1[CH2:57][CH2:56][CH:55]([O:58][C:59]2[CH:64]=[CH:63][CH:62]=[CH:61][C:60]=2[C:65](=[O:67])[CH3:66])[CH2:54][CH2:53]1. The catalyst is CN(C=O)C.O. The product is [C:65]([C:60]1[CH:61]=[CH:62][CH:63]=[CH:64][C:59]=1[O:58][CH:55]1[CH2:56][CH2:57][N:52]([C:25](=[O:27])[CH2:24][NH:23][C:21]([C:18]2[CH:17]=[C:16]([C:10]3[CH:11]=[CH:12][CH:13]=[CH:14][CH:15]=3)[NH:20][N:19]=2)=[O:22])[CH2:53][CH2:54]1)(=[O:67])[CH3:66]. The yield is 0.509. (10) The reactants are [CH2:1]([C:5]1[N:6]=[C:7]([CH3:27])[NH:8][C:9](=[O:26])[C:10]=1[CH2:11][C:12]1[CH:17]=[CH:16][C:15]([C:18]2[C:19]([C:24]#[N:25])=[CH:20][CH:21]=[CH:22][CH:23]=2)=[CH:14][CH:13]=1)[CH2:2][CH2:3][CH3:4].N(C(N1CCCCC1)=O)=NC(N1CCCCC1)=O.C(P(CCCC)CCCC)CCC.[CH3:59][C:60]1[S:61][C:62]([CH2:66]O)=[C:63]([CH3:65])[N:64]=1. The catalyst is C(OCC)(=O)C.O1CCCC1. The yield is 0.990. The product is [CH2:1]([C:5]1[N:6]=[C:7]([CH3:27])[N:8]([CH2:66][C:62]2[S:61][C:60]([CH3:59])=[N:64][C:63]=2[CH3:65])[C:9](=[O:26])[C:10]=1[CH2:11][C:12]1[CH:17]=[CH:16][C:15]([C:18]2[C:19]([C:24]#[N:25])=[CH:20][CH:21]=[CH:22][CH:23]=2)=[CH:14][CH:13]=1)[CH2:2][CH2:3][CH3:4].